Task: Predict the reaction yield, written as a fraction of the theoretical maximum amount of product (1.0 means a 100% yield; for example, 0.34 means a 34% yield).. Dataset: Reaction yield outcomes from USPTO patents with 853,638 reactions The reactants are [Cl-].O[NH3+:3].[C:4](=[O:7])([O-])[OH:5].[Na+].CS(C)=O.[CH3:13][O:14][C:15]1[CH:20]=[CH:19][C:18]([N:21]2[C:26](=[O:27])[C:25]([CH2:28][C:29]3[CH:34]=[CH:33][C:32]([C:35]4[C:36]([C:41]#[N:42])=[CH:37][CH:38]=[CH:39][CH:40]=4)=[CH:31][CH:30]=3)=[C:24]([CH2:43][CH2:44][CH3:45])[N:23]3[N:46]=[CH:47][N:48]=[C:22]23)=[CH:17][CH:16]=1. The catalyst is C(OCC)(=O)C. The product is [CH3:13][O:14][C:15]1[CH:16]=[CH:17][C:18]([N:21]2[C:26](=[O:27])[C:25]([CH2:28][C:29]3[CH:34]=[CH:33][C:32]([C:35]4[CH:40]=[CH:39][CH:38]=[CH:37][C:36]=4[C:41]4[NH:3][C:4](=[O:7])[O:5][N:42]=4)=[CH:31][CH:30]=3)=[C:24]([CH2:43][CH2:44][CH3:45])[N:23]3[N:46]=[CH:47][N:48]=[C:22]23)=[CH:19][CH:20]=1. The yield is 0.630.